This data is from CYP1A2 inhibition data for predicting drug metabolism from PubChem BioAssay. The task is: Regression/Classification. Given a drug SMILES string, predict its absorption, distribution, metabolism, or excretion properties. Task type varies by dataset: regression for continuous measurements (e.g., permeability, clearance, half-life) or binary classification for categorical outcomes (e.g., BBB penetration, CYP inhibition). Dataset: cyp1a2_veith. (1) The molecule is CO/N=C(\C(=O)N[C@@H]1C(=O)N2C(C(=O)[O-])=C(CSc3nc(=O)c([O-])nn3C)CS[C@@H]12)c1csc(N)n1.[Na+].[Na+]. The result is 0 (non-inhibitor). (2) The drug is C=CCN1CCc2cccc3c2[C@@H]1Cc1ccc(O)c(O)c1-3. The result is 1 (inhibitor). (3) The molecule is COc1cc2c(cc1O)C[C@@H]1c3c(cc(O)c(OC)c3-2)CCN1C. The result is 1 (inhibitor).